Task: Predict the product of the given reaction.. Dataset: Forward reaction prediction with 1.9M reactions from USPTO patents (1976-2016) (1) Given the reactants [N+:1]([C:4]1[CH:16]=[C:15]([O:17][C:18]([F:21])([F:20])[F:19])[CH:14]=[CH:13][C:5]=1[NH:6][C:7]1[CH:12]=[CH:11][CH:10]=[CH:9][CH:8]=1)([O-])=O.O1CCCC1.[H][H], predict the reaction product. The product is: [C:7]1([NH:6][C:5]2[C:4]([NH2:1])=[CH:16][C:15]([O:17][C:18]([F:20])([F:21])[F:19])=[CH:14][CH:13]=2)[CH:8]=[CH:9][CH:10]=[CH:11][CH:12]=1. (2) Given the reactants [CH2:1]([O:3][C:4]1[CH:5]=[CH:6][C:7]([F:19])=[C:8]([C:10]2[CH:15]=[CH:14][N+:13]([O-])=[C:12]([C:17]#[N:18])[CH:11]=2)[CH:9]=1)[CH3:2].P(Cl)(Cl)([Cl:22])=[O:21], predict the reaction product. The product is: [C:4]([O:3][CH2:1][CH3:2])(=[O:21])[CH3:5].[CH3:5][CH2:6][CH2:7][CH:8]([CH3:10])[CH3:9].[Cl:22][C:14]1[N:13]=[C:12]([C:17]#[N:18])[CH:11]=[C:10]([C:8]2[CH:9]=[C:4]([O:3][CH2:1][CH3:2])[CH:5]=[CH:6][C:7]=2[F:19])[CH:15]=1. (3) Given the reactants Cl.[Cl:2][C:3]1[C:4]([O:31]COC)=[CH:5][C:6]([O:27]COC)=[C:7]([CH:26]=1)[C:8]([N:10]1[CH2:18][C:17]2[C:12](=[CH:13][CH:14]=[CH:15][CH:16]=2)[CH:11]1[C:19]([NH:21][CH:22]1[CH2:25][CH2:24][CH2:23]1)=[O:20])=[O:9].C([O-])(O)=O.[Na+], predict the reaction product. The product is: [Cl:2][C:3]1[C:4]([OH:31])=[CH:5][C:6]([OH:27])=[C:7]([CH:26]=1)[C:8]([N:10]1[CH2:18][C:17]2[C:12](=[CH:13][CH:14]=[CH:15][CH:16]=2)[CH:11]1[C:19]([NH:21][CH:22]1[CH2:25][CH2:24][CH2:23]1)=[O:20])=[O:9]. (4) Given the reactants [CH3:1][C:2]1[O:6][N:5]=[C:4]([C:7]([Cl:9])=[O:8])[CH:3]=1.[NH2:10][C:11]1[C:20]2[C:15](=[CH:16][C:17]([O:23][CH3:24])=[C:18]([O:21][CH3:22])[CH:19]=2)[N:14]=[C:13]([N:25]2[CH2:30][CH2:29][NH:28][CH2:27][CH2:26]2)[N:12]=1, predict the reaction product. The product is: [ClH:9].[NH2:10][C:11]1[C:20]2[C:15](=[CH:16][C:17]([O:23][CH3:24])=[C:18]([O:21][CH3:22])[CH:19]=2)[N:14]=[C:13]([N:25]2[CH2:30][CH2:29][N:28]([C:7]([C:4]3[CH:3]=[C:2]([CH3:1])[O:6][N:5]=3)=[O:8])[CH2:27][CH2:26]2)[N:12]=1.